Dataset: Full USPTO retrosynthesis dataset with 1.9M reactions from patents (1976-2016). Task: Predict the reactants needed to synthesize the given product. The reactants are: [C:1]([C:3]1[O:7][C:6]([C:8](Cl)=[O:9])=[CH:5][CH:4]=1)#[N:2].[CH3:11][O:12][C:13]1[CH:18]=[CH:17][C:16]([NH2:19])=[C:15]([N:20]2[CH2:25][CH2:24][CH2:23][CH2:22][CH2:21]2)[CH:14]=1.CCN(C(C)C)C(C)C. Given the product [CH3:11][O:12][C:13]1[CH:18]=[CH:17][C:16]([NH:19][C:8]([C:6]2[O:7][C:3]([C:1]#[N:2])=[CH:4][CH:5]=2)=[O:9])=[C:15]([N:20]2[CH2:25][CH2:24][CH2:23][CH2:22][CH2:21]2)[CH:14]=1, predict the reactants needed to synthesize it.